From a dataset of Full USPTO retrosynthesis dataset with 1.9M reactions from patents (1976-2016). Predict the reactants needed to synthesize the given product. (1) Given the product [CH3:28][N:29]([CH2:30][CH2:31][C:32]1[CH:37]=[CH:36][CH:35]=[CH:34][N:33]=1)[C:23](=[O:24])[C:22]1[CH:26]=[CH:27][C:19](/[CH:18]=[N:17]/[NH:16][C:15]2[N:14]=[CH:13][N:12]=[C:11]3[N:7]([C:1]4[CH:6]=[CH:5][CH:4]=[CH:3][CH:2]=4)[N:8]=[CH:9][C:10]=23)=[CH:20][CH:21]=1, predict the reactants needed to synthesize it. The reactants are: [C:1]1([N:7]2[C:11]3=[N:12][CH:13]=[N:14][C:15]([NH:16]/[N:17]=[CH:18]/[C:19]4[CH:27]=[CH:26][C:22]([C:23](O)=[O:24])=[CH:21][CH:20]=4)=[C:10]3[CH:9]=[N:8]2)[CH:6]=[CH:5][CH:4]=[CH:3][CH:2]=1.[CH3:28][NH:29][CH2:30][CH2:31][C:32]1[CH:37]=[CH:36][CH:35]=[CH:34][N:33]=1.C1(N2C3=NC=NC(N/N=C/C4C=CC(C(NCCCN5CCCC5)=O)=CC=4)=C3C=N2)C=CC=CC=1. (2) Given the product [Cl:24][C:6]1[C:7]2[CH:13]=[C:12]([O:14][CH3:15])[C:11]([OH:16])=[CH:10][C:8]=2[S:9][CH:5]=1, predict the reactants needed to synthesize it. The reactants are: COC([C:5]1[S:9][C:8]2[CH:10]=[C:11]([O:16]CC3C=CC=CC=3)[C:12]([O:14][CH3:15])=[CH:13][C:7]=2[C:6]=1[Cl:24])=O.[OH-].[Na+]. (3) Given the product [CH3:32][CH:33]([N:1]1[CH2:6][CH2:5][CH2:4][C@H:3]([CH2:7][N:8]2[C:12]3[CH:13]=[CH:14][CH:15]=[CH:16][C:11]=3[N:10]=[C:9]2[CH2:17][N:18]([CH2:29][CH2:30][CH3:31])[C@@H:19]2[C:28]3[N:27]=[CH:26][CH:25]=[CH:24][C:23]=3[CH2:22][CH2:21][CH2:20]2)[CH2:2]1)[CH3:35], predict the reactants needed to synthesize it. The reactants are: [NH:1]1[CH2:6][CH2:5][CH2:4][C@H:3]([CH2:7][N:8]2[C:12]3[CH:13]=[CH:14][CH:15]=[CH:16][C:11]=3[N:10]=[C:9]2[CH2:17][N:18]([CH2:29][CH2:30][CH3:31])[C@@H:19]2[C:28]3[N:27]=[CH:26][CH:25]=[CH:24][C:23]=3[CH2:22][CH2:21][CH2:20]2)[CH2:2]1.[CH3:32][C:33]([CH3:35])=O.[BH-](OC(C)=O)(OC(C)=O)OC(C)=O.[Na+].C(O)(=O)C. (4) Given the product [OH:18][CH2:17][C:3]1([C:12]([O:14][CH2:15][CH3:16])=[O:13])[C:4]2[C:9](=[CH:8][CH:7]=[CH:6][CH:5]=2)[C:10](=[O:11])[N:2]1[CH3:1], predict the reactants needed to synthesize it. The reactants are: [CH3:1][N:2]1[C:10](=[O:11])[C:9]2[C:4](=[CH:5][CH:6]=[CH:7][CH:8]=2)[CH:3]1[C:12]([O:14][CH2:15][CH3:16])=[O:13].[CH2:17]=[O:18].C1CCN2C(=NCCC2)CC1. (5) Given the product [CH2:1]([O:3][CH2:4][CH2:5][CH2:6][N:7]1[CH2:12][CH2:11][C:10](=[N:15][OH:16])[CH2:9][CH2:8]1)[CH3:2], predict the reactants needed to synthesize it. The reactants are: [CH2:1]([O:3][CH2:4][CH2:5][CH2:6][N:7]1[CH2:12][CH2:11][C:10](=O)[CH2:9][CH2:8]1)[CH3:2].Cl.[NH2:15][OH:16]. (6) Given the product [Cl:1][C:2]1[N:7]=[C:6]([N:10]([CH3:9])[CH2:11][CH2:12][OH:13])[CH:5]=[CH:4][N:3]=1.[Cl:8][C:6]1[CH:5]=[CH:4][N:3]=[C:2]([N:10]([CH3:9])[CH2:11][CH2:12][OH:13])[N:7]=1, predict the reactants needed to synthesize it. The reactants are: [Cl:1][C:2]1[N:7]=[C:6]([Cl:8])[CH:5]=[CH:4][N:3]=1.[CH3:9][NH:10][CH2:11][CH2:12][OH:13].